From a dataset of Reaction yield outcomes from USPTO patents with 853,638 reactions. Predict the reaction yield, written as a fraction of the theoretical maximum amount of product (1.0 means a 100% yield; for example, 0.34 means a 34% yield). (1) The reactants are [F:1][C:2]1[CH:7]=[CH:6][C:5]([F:8])=[CH:4][C:3]=1[C@H:9]1[CH2:13][CH2:12][CH2:11][N:10]1[C:14]1[CH:19]=[CH:18][N:17]2[N:20]=[CH:21][C:22]([NH:23][C:24]([N:26]3[CH2:29][CH:28]([OH:30])[CH2:27]3)=[O:25])=[C:16]2[N:15]=1.[S:31](=[O:35])(=[O:34])([OH:33])[OH:32]. The catalyst is CO. The product is [S:31]([OH:35])([OH:34])(=[O:33])=[O:32].[F:1][C:2]1[CH:7]=[CH:6][C:5]([F:8])=[CH:4][C:3]=1[C@H:9]1[CH2:13][CH2:12][CH2:11][N:10]1[C:14]1[CH:19]=[CH:18][N:17]2[N:20]=[CH:21][C:22]([NH:23][C:24]([N:26]3[CH2:29][CH:28]([OH:30])[CH2:27]3)=[O:25])=[C:16]2[N:15]=1. The yield is 0.700. (2) The reactants are [CH2:1]([OH:8])[C:2]1[CH:7]=[CH:6][CH:5]=[CH:4][CH:3]=1.[H-].[Na+].[F:11][C:12]1[CH:13]=[C:14]2[C:19](=[CH:20][C:21]=1F)[NH:18][CH:17]=[N:16][C:15]2=[O:23].O. The catalyst is CN(C)C=O. The product is [CH2:1]([O:8][C:21]1[CH:20]=[C:19]2[C:14]([C:15](=[O:23])[N:16]=[CH:17][NH:18]2)=[CH:13][C:12]=1[F:11])[C:2]1[CH:7]=[CH:6][CH:5]=[CH:4][CH:3]=1. The yield is 0.830. (3) The reactants are [C:1]1(/[CH:7]=[CH:8]/B(O)O)[CH:6]=[CH:5][CH:4]=[CH:3][CH:2]=1.[O-]P([O-])([O-])=O.[K+].[K+].[K+].[Cl:20][C:21]1[N:26]=[C:25](Cl)[CH:24]=[C:23]([Cl:28])[N:22]=1.O. The catalyst is C1COCC1.Cl[Pd](Cl)([P](C1C=CC=CC=1)(C1C=CC=CC=1)C1C=CC=CC=1)[P](C1C=CC=CC=1)(C1C=CC=CC=1)C1C=CC=CC=1. The product is [Cl:20][C:21]1[N:22]=[C:23]([Cl:28])[CH:24]=[C:25](/[CH:8]=[CH:7]/[C:1]2[CH:6]=[CH:5][CH:4]=[CH:3][CH:2]=2)[N:26]=1. The yield is 0.730. (4) The reactants are [O:1]1[CH2:6][CH2:5][N:4]([CH2:7][CH2:8][O:9][C:10]2[CH:15]=[CH:14][C:13]([C:16]3[CH:17]=[CH:18][C:19]([CH2:22][C:23]#N)=[N:20][CH:21]=3)=[CH:12][CH:11]=2)[CH2:3][CH2:2]1.OS(O)(=O)=O.[C:30](=O)(O)[O-:31].[Na+].C(=O)(O)[O-:36].[Na+].ClCCl. The catalyst is ClCCl.CO. The product is [O:1]1[CH2:6][CH2:5][N:4]([CH2:7][CH2:8][O:9][C:10]2[CH:15]=[CH:14][C:13]([C:16]3[CH:17]=[CH:18][C:19]([CH2:22][C:23]([O:31][CH3:30])=[O:36])=[N:20][CH:21]=3)=[CH:12][CH:11]=2)[CH2:3][CH2:2]1. The yield is 0.977. (5) The reactants are [OH:1][C:2]1[CH:7]=[CH:6][CH:5]=[CH:4][C:3]=1[C:8](=[O:17])[CH2:9][C:10]([O:12][C:13]([CH3:16])([CH3:15])[CH3:14])=[O:11].[C:18]1([CH3:26])[CH:23]=[CH:22][C:21]([CH:24]=O)=[CH:20][CH:19]=1.N1CCCCC1.C(O)(=O)C. The catalyst is C1C=CC=CC=1. The product is [OH:1][C:2]1[CH:7]=[CH:6][CH:5]=[CH:4][C:3]=1[C:8](/[C:9](=[CH:26]\[C:18]1[CH:23]=[CH:22][C:21]([CH3:24])=[CH:20][CH:19]=1)/[C:10]([O:12][C:13]([CH3:14])([CH3:16])[CH3:15])=[O:11])=[O:17]. The yield is 0.690. (6) The reactants are [C:1]([C:3]1[CH:4]=[C:5]2[C:10](=[CH:11][CH:12]=1)[CH:9]([C:13]([O:15][CH2:16][CH3:17])=[O:14])[N:8]([C:18]([O:20][C:21]([CH3:24])([CH3:23])[CH3:22])=[O:19])[CH2:7][CH2:6]2)#N.O.O.[PH2]([O-])=[O:28].[Na+]. The catalyst is C(O)(=O)C.N1C=CC=CC=1.[Ni]. The product is [CH:1]([C:3]1[CH:4]=[C:5]2[C:10](=[CH:11][CH:12]=1)[CH:9]([C:13]([O:15][CH2:16][CH3:17])=[O:14])[N:8]([C:18]([O:20][C:21]([CH3:24])([CH3:23])[CH3:22])=[O:19])[CH2:7][CH2:6]2)=[O:28]. The yield is 0.850. (7) The reactants are C([CH2:3][O:4][C:5](=[O:23])[C:6]1[CH:11]=[CH:10][C:9]([CH3:12])=[N:8][C:7]=1[NH:13][C:14]1[CH:19]=[CH:18][CH:17]=[C:16]([N+:20]([O-:22])=[O:21])[CH:15]=1)#N.C(N(CC)CC)C. The catalyst is CO. The product is [CH3:3][O:4][C:5](=[O:23])[C:6]1[CH:11]=[CH:10][C:9]([CH3:12])=[N:8][C:7]=1[NH:13][C:14]1[CH:19]=[CH:18][CH:17]=[C:16]([N+:20]([O-:22])=[O:21])[CH:15]=1. The yield is 0.970.